This data is from Reaction yield outcomes from USPTO patents with 853,638 reactions. The task is: Predict the reaction yield, written as a fraction of the theoretical maximum amount of product (1.0 means a 100% yield; for example, 0.34 means a 34% yield). (1) The reactants are [C:1]([O:5][C:6](=[O:35])[NH:7][C:8]1[S:9][C:10]([CH:14]([C:16]2[C:24]3[C:19](=[N:20][CH:21]=[C:22]([Cl:25])[CH:23]=3)[N:18]([S:26]([C:29]3[CH:34]=[CH:33][CH:32]=[CH:31][CH:30]=3)(=[O:28])=[O:27])[CH:17]=2)O)=[C:11]([Cl:13])[N:12]=1)([CH3:4])([CH3:3])[CH3:2].C([SiH](CC)CC)C.FC(F)(F)C(O)=O. The catalyst is ClCCl. The product is [C:1]([O:5][C:6](=[O:35])[NH:7][C:8]1[S:9][C:10]([CH2:14][C:16]2[C:24]3[C:19](=[N:20][CH:21]=[C:22]([Cl:25])[CH:23]=3)[N:18]([S:26]([C:29]3[CH:34]=[CH:33][CH:32]=[CH:31][CH:30]=3)(=[O:27])=[O:28])[CH:17]=2)=[C:11]([Cl:13])[N:12]=1)([CH3:4])([CH3:2])[CH3:3]. The yield is 0.887. (2) The reactants are [N+:1]([C:4]1[CH:27]=[CH:26][C:7]([O:8][C:9]2[CH:10]=[C:11]3[C:15](=[CH:16][CH:17]=2)[N:14]([CH:18]2[CH2:23][CH2:22][CH2:21][CH2:20][O:19]2)[N:13]=[C:12]3C=O)=[CH:6][CH:5]=1)([O-:3])=[O:2].[CH3:28][N:29]([CH2:37][CH2:38][NH:39][CH3:40])[C:30](=[O:36])[O:31][C:32]([CH3:35])([CH3:34])[CH3:33].[BH-](OC(C)=O)(OC(C)=O)O[C:43](C)=O.[Na+]. The catalyst is ClCCCl. The product is [CH3:28][N:29]([CH2:37][CH2:38][N:39]([CH3:43])[CH2:40][C:12]1[C:11]2[C:15](=[CH:16][CH:17]=[C:9]([O:8][C:7]3[CH:26]=[CH:27][C:4]([N+:1]([O-:3])=[O:2])=[CH:5][CH:6]=3)[CH:10]=2)[N:14]([CH:18]2[CH2:23][CH2:22][CH2:21][CH2:20][O:19]2)[N:13]=1)[C:30](=[O:36])[O:31][C:32]([CH3:35])([CH3:34])[CH3:33]. The yield is 0.950. (3) The reactants are Cl[CH2:2][CH:3]1[O:5][CH2:4]1.[NH2:6][CH:7]1[CH2:11][CH2:10][CH2:9][CH2:8]1.C(=O)(O)[O-].[Na+]. The catalyst is C(#N)C. The product is [CH:7]1([N:6]2[CH2:4][CH:3]([OH:5])[CH2:2]2)[CH2:11][CH2:10][CH2:9][CH2:8]1. The yield is 0.400. (4) The reactants are C[O:2][C:3]([C:5]1[N:9]=[CH:8][N:7]([CH2:10][O:11][CH2:12][CH2:13][Si:14]([CH3:17])([CH3:16])[CH3:15])[N:6]=1)=[O:4].[OH-].[K+:19]. The catalyst is CCO.CCOCC. The product is [K+:19].[CH3:15][Si:14]([CH3:17])([CH3:16])[CH2:13][CH2:12][O:11][CH2:10][N:7]1[CH:8]=[N:9][C:5]([C:3]([O-:4])=[O:2])=[N:6]1. The yield is 0.970.